This data is from Forward reaction prediction with 1.9M reactions from USPTO patents (1976-2016). The task is: Predict the product of the given reaction. Given the reactants [N:1]1([CH2:6][CH:7]2[CH2:12][CH2:11][N:10]([C:13]3[CH:20]=[CH:19][C:16]([CH:17]=O)=[CH:15][CH:14]=3)[CH2:9][CH2:8]2)[CH2:5][CH2:4][CH2:3][CH2:2]1.[NH:21]1[CH2:26][CH2:25][S:24][CH2:23][CH2:22]1, predict the reaction product. The product is: [N:1]1([CH2:6][CH:7]2[CH2:12][CH2:11][N:10]([C:13]3[CH:20]=[CH:19][C:16]([CH2:17][N:21]4[CH2:26][CH2:25][S:24][CH2:23][CH2:22]4)=[CH:15][CH:14]=3)[CH2:9][CH2:8]2)[CH2:5][CH2:4][CH2:3][CH2:2]1.